This data is from Forward reaction prediction with 1.9M reactions from USPTO patents (1976-2016). The task is: Predict the product of the given reaction. (1) Given the reactants [CH2:1]([O:4][C:5]1[CH:6]=[C:7]([CH:10]=[C:11]([O:13][CH2:14][C:15]#[CH:16])[CH:12]=1)[CH2:8][OH:9])[C:2]#[CH:3].[C:17](OC(=O)C)(=[O:19])[CH3:18].C(=O)([O-])[O-].[Na+].[Na+], predict the reaction product. The product is: [C:17]([O:9][CH2:8][C:7]1[CH:10]=[C:11]([O:13][CH2:14][C:15]#[CH:16])[CH:12]=[C:5]([O:4][CH2:1][C:2]#[CH:3])[CH:6]=1)(=[O:19])[CH3:18]. (2) The product is: [OH:22][CH:21]1[C:20]2[CH:23]=[CH:24][CH:25]=[CH:26][C:19]=2[S:18](=[O:27])(=[O:28])[N:17]1[CH2:16][C:15]1[CH:29]=[CH:30][C:12]([O:11][CH3:10])=[CH:13][CH:14]=1. Given the reactants CC(C[AlH]CC(C)C)C.[CH3:10][O:11][C:12]1[CH:30]=[CH:29][C:15]([CH2:16][N:17]2[C:21](=[O:22])[C:20]3[CH:23]=[CH:24][CH:25]=[CH:26][C:19]=3[S:18]2(=[O:28])=[O:27])=[CH:14][CH:13]=1, predict the reaction product. (3) Given the reactants [K].[C:2]([O:9][CH2:10][CH3:11])(=[O:8])[C:3]([O:5]CC)=O.[Cl:12][C:13]1[CH:18]=[CH:17][C:16]([CH3:19])=[C:15]([N+:20]([O-:22])=[O:21])[CH:14]=1.Cl, predict the reaction product. The product is: [Cl:12][C:13]1[CH:18]=[CH:17][C:16]([CH2:19][C:3](=[O:5])[C:2]([O:9][CH2:10][CH3:11])=[O:8])=[C:15]([N+:20]([O-:22])=[O:21])[CH:14]=1. (4) Given the reactants [C:1]([O:20][CH2:21][CH2:22][O:23][CH2:24][CH2:25][O:26][CH2:27][CH:28]([OH:56])[CH2:29][O:30][CH2:31][CH2:32][O:33][CH2:34][CH2:35][O:36][C:37]([C:50]1[CH:55]=[CH:54][CH:53]=[CH:52][CH:51]=1)([C:44]1[CH:49]=[CH:48][CH:47]=[CH:46][CH:45]=1)[C:38]1[CH:43]=[CH:42][CH:41]=[CH:40][CH:39]=1)([C:14]1[CH:19]=[CH:18][CH:17]=[CH:16][CH:15]=1)([C:8]1[CH:13]=[CH:12][CH:11]=[CH:10][CH:9]=1)[C:2]1[CH:7]=[CH:6][CH:5]=[CH:4][CH:3]=1.C([N:60](C(C)C)CC)(C)C.[CH:66]([N:69]([CH:77]([CH3:79])[CH3:78])[P:70](Cl)[O:71]CCC#N)([CH3:68])[CH3:67].C([O-])(O)=O.[Na+].[CH2:85]1[CH2:89]OC[CH2:86]1, predict the reaction product. The product is: [C:86]([CH2:85][CH2:89][PH:70]([O:56][CH:28]([CH2:27][O:26][CH2:25][CH2:24][O:23][CH2:22][CH2:21][O:20][C:1]([C:14]1[CH:19]=[CH:18][CH:17]=[CH:16][CH:15]=1)([C:2]1[CH:3]=[CH:4][CH:5]=[CH:6][CH:7]=1)[C:8]1[CH:9]=[CH:10][CH:11]=[CH:12][CH:13]=1)[CH2:29][O:30][CH2:31][CH2:32][O:33][CH2:34][CH2:35][O:36][C:37]([C:50]1[CH:51]=[CH:52][CH:53]=[CH:54][CH:55]=1)([C:38]1[CH:39]=[CH:40][CH:41]=[CH:42][CH:43]=1)[C:44]1[CH:49]=[CH:48][CH:47]=[CH:46][CH:45]=1)([N:69]([CH:66]([CH3:67])[CH3:68])[CH:77]([CH3:78])[CH3:79])[OH:71])#[N:60]. (5) Given the reactants [CH3:1][O:2][C:3]1[CH:4]=[C:5]([NH:15][C:16]2[NH:20][C:19]([NH2:21])=[N:18][N:17]=2)[CH:6]=[CH:7][C:8]=1[N:9]1[CH:13]=[C:12]([CH3:14])[N:11]=[CH:10]1.C[N:23](C)/[CH:24]=[C:25](/[C:28](=O)[C:29]1[CH:34]=[CH:33][CH:32]=[CH:31][C:30]=1[F:35])\[C:26]#N, predict the reaction product. The product is: [F:35][C:30]1[CH:31]=[CH:32][CH:33]=[CH:34][C:29]=1[C:28]1[N:18]2[N:17]=[C:16]([NH:15][C:5]3[CH:6]=[CH:7][C:8]([N:9]4[CH:13]=[C:12]([CH3:14])[N:11]=[CH:10]4)=[C:3]([O:2][CH3:1])[CH:4]=3)[N:20]=[C:19]2[N:21]=[CH:26][C:25]=1[C:24]#[N:23]. (6) Given the reactants [Br:1][C:2]1[S:6][C:5]([CH:7]=O)=[CH:4][CH:3]=1.[CH3:9][O:10][C:11]1[CH:12]=[C:13]([CH:17]=[CH:18][C:19]=1[O:20][CH3:21])[CH2:14][C:15]#[N:16], predict the reaction product. The product is: [Br:1][C:2]1[S:6][C:5](/[CH:7]=[C:14](/[C:13]2[CH:17]=[CH:18][C:19]([O:20][CH3:21])=[C:11]([O:10][CH3:9])[CH:12]=2)\[C:15]#[N:16])=[CH:4][CH:3]=1. (7) Given the reactants [Cl:1][C:2]1[N:7]=[C:6]([NH:8][NH:9][C:10](=[O:30])[C@H:11]([CH2:24][CH:25]2[CH2:29][CH2:28][CH2:27][CH2:26]2)[CH2:12][N:13]([O:16]CC2C=CC=CC=2)[CH:14]=[O:15])[C:5]([F:31])=[C:4]([N:32]2[CH2:36][CH2:35][CH:34]([N:37]([CH3:39])[CH3:38])[C:33]2([CH3:41])[CH3:40])[N:3]=1, predict the reaction product. The product is: [Cl:1][C:2]1[N:7]=[C:6]([NH:8][NH:9][C:10](=[O:30])[C@H:11]([CH2:24][CH:25]2[CH2:29][CH2:28][CH2:27][CH2:26]2)[CH2:12][N:13]([OH:16])[CH:14]=[O:15])[C:5]([F:31])=[C:4]([N:32]2[CH2:36][CH2:35][CH:34]([N:37]([CH3:39])[CH3:38])[C:33]2([CH3:41])[CH3:40])[N:3]=1. (8) The product is: [CH3:10][O:11][C:12](=[O:42])[CH2:13][C@H:14]1[C:18]2[CH:19]=[CH:20][C:21]([O:23][C@H:24]3[C:32]4[C:27](=[C:28]([C:2]5[C:3]([CH3:9])=[N:4][CH:5]=[N:6][C:7]=5[CH3:8])[CH:29]=[CH:30][CH:31]=4)[CH2:26][CH2:25]3)=[CH:22][C:17]=2[O:16][CH2:15]1. Given the reactants Br[C:2]1[C:3]([CH3:9])=[N:4][CH:5]=[N:6][C:7]=1[CH3:8].[CH3:10][O:11][C:12](=[O:42])[CH2:13][C@H:14]1[C:18]2[CH:19]=[CH:20][C:21]([O:23][C@H:24]3[C:32]4[C:27](=[C:28](B5OC(C)(C)C(C)(C)O5)[CH:29]=[CH:30][CH:31]=4)[CH2:26][CH2:25]3)=[CH:22][C:17]=2[O:16][CH2:15]1, predict the reaction product. (9) Given the reactants [NH2:1][C:2]1[CH:7]=[C:6]([CH3:8])[C:5](Br)=[CH:4][N:3]=1.[C:10]([O:14][CH2:15][CH3:16])(=[O:13])[CH:11]=[CH2:12].CCN(C(C)C)C(C)C.C1(C)C=CC=CC=1P(C1C=CC=CC=1C)C1C=CC=CC=1C, predict the reaction product. The product is: [NH2:1][C:2]1[N:3]=[CH:4][C:5](/[CH:12]=[CH:11]/[C:10]([O:14][CH2:15][CH3:16])=[O:13])=[C:6]([CH3:8])[CH:7]=1.